From a dataset of Reaction yield outcomes from USPTO patents with 853,638 reactions. Predict the reaction yield, written as a fraction of the theoretical maximum amount of product (1.0 means a 100% yield; for example, 0.34 means a 34% yield). (1) The reactants are [F:1][C:2]1[CH:3]=[N:4][N:5]([CH3:18])[C:6]=1[C:7]1[CH:12]=[C:11]([N+:13]([O-])=O)[CH:10]=[CH:9][C:8]=1[O:16][CH3:17]. The catalyst is CCO.[Pd]. The product is [F:1][C:2]1[CH:3]=[N:4][N:5]([CH3:18])[C:6]=1[C:7]1[CH:12]=[C:11]([NH2:13])[CH:10]=[CH:9][C:8]=1[O:16][CH3:17]. The yield is 0.970. (2) The reactants are [F:1][C:2]1[C:7]([F:8])=[C:6]([NH:9][C:10]2[CH:15]=[CH:14][C:13]([I:16])=[CH:12][C:11]=2[F:17])[C:5]([NH2:18])=[CH:4][CH:3]=1.[CH2:19]([S:23](Cl)(=[O:25])=[O:24])[CH2:20][CH2:21][CH3:22]. No catalyst specified. The product is [F:8][C:7]1[C:6]([NH:9][C:10]2[CH:15]=[CH:14][C:13]([I:16])=[CH:12][C:11]=2[F:17])=[C:5]([NH:18][S:23]([CH2:19][CH2:20][CH2:21][CH3:22])(=[O:25])=[O:24])[CH:4]=[CH:3][C:2]=1[F:1]. The yield is 0.550. (3) The reactants are [NH2:1][CH2:2][CH2:3][N:4]1[CH2:9][CH2:8][O:7][CH2:6][CH2:5]1.[Cl:10][C:11]1[S:15][C:14]([S:16](Cl)(=[O:18])=[O:17])=[CH:13][CH:12]=1.C(N(CC)CC)C. The catalyst is C1COCC1. The product is [N:4]1([CH2:3][CH2:2][NH:1][S:16]([C:14]2[S:15][C:11]([Cl:10])=[CH:12][CH:13]=2)(=[O:18])=[O:17])[CH2:9][CH2:8][O:7][CH2:6][CH2:5]1. The yield is 0.930. (4) The reactants are [OH:1][C@H:2]1[C@@H:5]([C:6]2[CH:11]=[CH:10][CH:9]=[CH:8][CH:7]=2)[NH:4][C:3]1=[O:12].C(N(CC)CC)C.[CH3:20][Si:21](Cl)([CH3:23])[CH3:22].CCCCCCC. The catalyst is C1COCC1.CN(C1C=CN=CC=1)C.C(OCC)(=O)C. The product is [CH3:20][Si:21]([CH3:23])([CH3:22])[O:1][C@H:2]1[C@@H:5]([C:6]2[CH:11]=[CH:10][CH:9]=[CH:8][CH:7]=2)[NH:4][C:3]1=[O:12]. The yield is 0.720. (5) The reactants are C(O)(=O)C.[CH:5]([NH2:7])=[NH:6].C[O-].[Na+].CO.[CH3:13][C:14]([CH3:23])([CH3:22])[CH2:15][C:16](=O)[C:17](OC)=[O:18]. The catalyst is O.C(O)(=O)C. The product is [C:14]([C:15]1[CH:16]=[C:17]([OH:18])[N:7]=[CH:5][N:6]=1)([CH3:23])([CH3:22])[CH3:13]. The yield is 0.490. (6) The product is [CH3:25][C:26]1[C:31]([O:32][C:33]2[CH:38]=[CH:37][N:36]=[C:35]([NH:39][C:40]3[CH:48]=[CH:47][C:43]([C:44]([NH:51][CH2:52][CH2:53][N:54]4[CH2:58][CH2:57][CH2:56][C:55]4=[O:59])=[O:46])=[CH:42][CH:41]=3)[CH:34]=2)=[CH:30][CH:29]=[C:28]([CH3:49])[N:27]=1. The yield is 0.270. The reactants are CN(C(ON1N=NC2C=CC=CC1=2)=[N+](C)C)C.F[P-](F)(F)(F)(F)F.[CH3:25][C:26]1[C:31]([O:32][C:33]2[CH:38]=[CH:37][N:36]=[C:35]([NH:39][C:40]3[CH:48]=[CH:47][C:43]([C:44]([O-:46])=O)=[CH:42][CH:41]=3)[CH:34]=2)=[CH:30][CH:29]=[C:28]([CH3:49])[N:27]=1.[Li+].[NH2:51][CH2:52][CH2:53][N:54]1[CH2:58][CH2:57][CH2:56][C:55]1=[O:59].CCN(CC)CC. The catalyst is CN(C=O)C. (7) The reactants are C([O:8][C:9]1[C:10]([O:15][CH2:16][CH:17]2[CH:21]3[O:22][C:23]([CH3:26])([CH3:25])[O:24][CH:20]3[CH:19]([N:27]3[CH:35]=[N:34][C:33]4[C:28]3=[N:29][CH:30]=[N:31][C:32]=4[NH:36][C:37]([NH:39][C:40]3[CH:45]=[CH:44][CH:43]=[CH:42][CH:41]=3)=[O:38])[O:18]2)=[N:11][CH:12]=[CH:13][CH:14]=1)C1C=CC=CC=1. The catalyst is CO.C(OCC)(=O)C.[Pd]. The product is [OH:8][C:9]1[C:10]([O:15][CH2:16][CH:17]2[CH:21]3[O:22][C:23]([CH3:26])([CH3:25])[O:24][CH:20]3[CH:19]([N:27]3[CH:35]=[N:34][C:33]4[C:28]3=[N:29][CH:30]=[N:31][C:32]=4[NH:36][C:37]([NH:39][C:40]3[CH:45]=[CH:44][CH:43]=[CH:42][CH:41]=3)=[O:38])[O:18]2)=[N:11][CH:12]=[CH:13][CH:14]=1. The yield is 0.310. (8) The reactants are [C:1]1([S:7]([N:10]2[C:18]3[C:13](=[CH:14][C:15]([C@H:20]([NH:22][S@](C(C)(C)C)=O)[CH3:21])=[CH:16][C:17]=3[F:19])[CH:12]=[C:11]2[CH3:29])(=[O:9])=[O:8])[CH:6]=[CH:5][CH:4]=[CH:3][CH:2]=1.Cl. The catalyst is CO. The product is [C:1]1([S:7]([N:10]2[C:18]3[C:13](=[CH:14][C:15]([C@H:20]([NH2:22])[CH3:21])=[CH:16][C:17]=3[F:19])[CH:12]=[C:11]2[CH3:29])(=[O:8])=[O:9])[CH:2]=[CH:3][CH:4]=[CH:5][CH:6]=1. The yield is 0.880. (9) The reactants are [CH3:1][O:2][C:3]1[C:4]([N+:16]([O-:18])=[O:17])=[C:5]([CH:9]=[C:10]([O:14][CH3:15])[C:11]=1[O:12][CH3:13])[C:6]([OH:8])=O.C(Cl)(=O)C(Cl)=O.[NH2:25][C:26]1[CH:31]=[CH:30][C:29]([Br:32])=[CH:28][N:27]=1.N1C=CC=CC=1. The catalyst is ClCCl.CN(C)C=O. The product is [Br:32][C:29]1[CH:30]=[CH:31][C:26]([NH:25][C:6]([C:5]2[CH:9]=[C:10]([O:14][CH3:15])[C:11]([O:12][CH3:13])=[C:3]([O:2][CH3:1])[C:4]=2[N+:16]([O-:18])=[O:17])=[O:8])=[N:27][CH:28]=1. The yield is 0.980. (10) The reactants are [CH2:1]([O:8][C:9]([N:11]1[CH2:16][CH2:15][CH:14]([OH:17])[CH:13]([NH:18][C:19]([C:21]2[CH:26]=[CH:25][CH:24]=[CH:23][N:22]=2)=[O:20])[CH2:12]1)=[O:10])[C:2]1[CH:7]=[CH:6][CH:5]=[CH:4][CH:3]=1.CC(OI1(OC(C)=O)(OC(C)=O)OC(=O)C2C=CC=CC1=2)=O. The catalyst is C(Cl)Cl. The product is [CH2:1]([O:8][C:9]([N:11]1[CH2:16][CH2:15][C:14](=[O:17])[CH:13]([NH:18][C:19]([C:21]2[CH:26]=[CH:25][CH:24]=[CH:23][N:22]=2)=[O:20])[CH2:12]1)=[O:10])[C:2]1[CH:7]=[CH:6][CH:5]=[CH:4][CH:3]=1. The yield is 0.810.